Dataset: Catalyst prediction with 721,799 reactions and 888 catalyst types from USPTO. Task: Predict which catalyst facilitates the given reaction. (1) Reactant: [C:1]([O:6][CH2:7]C)(=[O:5])/[CH:2]=[CH:3]\[CH3:4].[CH2:9]([N:16]([CH2:20][Si](C)(C)C)[CH2:17]OC)[C:10]1[CH:15]=[CH:14][CH:13]=[CH:12][CH:11]=1.[C:25](O)(C(F)(F)F)=O. Product: [CH2:9]([N:16]1[CH2:20][C@H:3]([CH2:4][CH3:25])[C@H:2]([C:1]([O:6][CH3:7])=[O:5])[CH2:17]1)[C:10]1[CH:15]=[CH:14][CH:13]=[CH:12][CH:11]=1. The catalyst class is: 2. (2) Reactant: [CH2:1]([O:8][C:9]([NH:11][CH2:12][CH2:13][CH2:14][OH:15])=[O:10])[C:2]1[CH:7]=[CH:6][CH:5]=[CH:4][CH:3]=1.O[N:17]1[C:21](=[O:22])[C:20]2=[CH:23][CH:24]=[CH:25][CH:26]=[C:19]2[C:18]1=[O:27].C1(P(C2C=CC=CC=2)C2C=CC=CC=2)C=CC=CC=1.N(C(OCC)=O)=NC(OCC)=O. Product: [CH2:1]([O:8][C:9]([NH:11][CH2:12][CH2:13][CH2:14][O:15][N:17]1[C:18](=[O:27])[C:19]2=[CH:26][CH:25]=[CH:24][CH:23]=[C:20]2[C:21]1=[O:22])=[O:10])[C:2]1[CH:7]=[CH:6][CH:5]=[CH:4][CH:3]=1. The catalyst class is: 54.